Dataset: Catalyst prediction with 721,799 reactions and 888 catalyst types from USPTO. Task: Predict which catalyst facilitates the given reaction. (1) The catalyst class is: 9. Reactant: [Cl:1][C:2]1[C:7]([N+:8]([O-:10])=[O:9])=[CH:6][CH:5]=[CH:4][C:3]=1[OH:11].C(=O)([O-])[O-].[Cs+].[Cs+].[CH2:18](Br)[C:19]1[CH:24]=[CH:23][CH:22]=[CH:21][CH:20]=1.O. Product: [CH2:18]([O:11][C:3]1[CH:4]=[CH:5][CH:6]=[C:7]([N+:8]([O-:10])=[O:9])[C:2]=1[Cl:1])[C:19]1[CH:24]=[CH:23][CH:22]=[CH:21][CH:20]=1. (2) Reactant: [I:1][C:2]1[CH:7]=[CH:6][C:5]([S:8](Cl)(=[O:10])=[O:9])=[CH:4][CH:3]=1.[C:12]1([CH3:20])[CH:17]=[C:16]([CH3:18])[CH:15]=[C:14]([CH3:19])[CH:13]=1.[Al+3].[Cl-].[Cl-].[Cl-].Cl. Product: [I:1][C:2]1[CH:7]=[CH:6][C:5]([S:8]([C:13]2[C:14]([CH3:19])=[CH:15][C:16]([CH3:18])=[CH:17][C:12]=2[CH3:20])(=[O:10])=[O:9])=[CH:4][CH:3]=1. The catalyst class is: 2.